Dataset: Full USPTO retrosynthesis dataset with 1.9M reactions from patents (1976-2016). Task: Predict the reactants needed to synthesize the given product. (1) Given the product [Br:35][C:15]1[N:14]([C@H:17]([C@H:19]2[CH2:24][CH2:23][C@H:22]([CH3:25])[CH2:21][CH2:20]2)[CH3:18])[C:13]2[C:8]([C:4]3[CH:5]=[N:6][CH:7]=[C:2]([Cl:1])[CH:3]=3)=[N:9][C:10]([C:26]#[N:27])=[CH:11][C:12]=2[N:16]=1.[Br:35][C:15]1[N:14]([C@@H:17]([C@H:19]2[CH2:24][CH2:23][C@H:22]([CH3:25])[CH2:21][CH2:20]2)[CH3:18])[C:13]2[C:8]([C:4]3[CH:5]=[N:6][CH:7]=[C:2]([Cl:1])[CH:3]=3)=[N:9][C:10]([C:26]#[N:27])=[CH:11][C:12]=2[N:16]=1, predict the reactants needed to synthesize it. The reactants are: [Cl:1][C:2]1[CH:3]=[C:4]([C:8]2[C:13]3[N:14]([CH:17]([C@H:19]4[CH2:24][CH2:23][C@H:22]([CH3:25])[CH2:21][CH2:20]4)[CH3:18])[CH:15]=[N:16][C:12]=3[CH:11]=[C:10]([C:26]#[N:27])[N:9]=2)[CH:5]=[N:6][CH:7]=1.P([O-])([O-])(O)=O.[Na+].[Na+].[Br:35]N1C(C)(C)C(=O)N(Br)C1=O. (2) Given the product [CH:1]1([C:4]2[N:8]=[C:7]([C:9]3[C:17]4[CH2:16][CH2:15][O:14][CH2:13][C:12]=4[S:11][C:10]=3[NH:18][C:38]([C:30]3[CH2:34][CH2:33][CH2:32][C:31]=3[C:35]([OH:37])=[O:36])=[O:39])[O:6][N:5]=2)[CH2:3][CH2:2]1, predict the reactants needed to synthesize it. The reactants are: [CH:1]1([C:4]2[N:8]=[C:7]([C:9]3[C:17]4[CH2:16][CH2:15][O:14][CH2:13][C:12]=4[S:11][C:10]=3[NH2:18])[O:6][N:5]=2)[CH2:3][CH2:2]1.C1CCN2C(=NCCC2)CC1.[C:30]12[C:38](=[O:39])[O:37][C:35](=[O:36])[C:31]=1[CH2:32][CH2:33][CH2:34]2.Cl.